This data is from Catalyst prediction with 721,799 reactions and 888 catalyst types from USPTO. The task is: Predict which catalyst facilitates the given reaction. (1) Reactant: [Cl:1][C:2]1[CH:7]=[C:6]([O:8][C:9]2[C:18]3[C:13](=[CH:14][C:15]([OH:21])=[C:16]([O:19][CH3:20])[CH:17]=3)[N:12]=[CH:11][N:10]=2)[CH:5]=[CH:4][C:3]=1[NH:22][C:23]([NH:25][CH2:26][CH2:27][CH3:28])=[O:24].C(=O)([O-])[O-].[K+].[K+].[Br:35][CH2:36][CH2:37]Br. The catalyst class is: 9. Product: [Br:35][CH2:36][CH2:37][O:21][C:15]1[CH:14]=[C:13]2[C:18]([C:9]([O:8][C:6]3[CH:5]=[CH:4][C:3]([NH:22][C:23]([NH:25][CH2:26][CH2:27][CH3:28])=[O:24])=[C:2]([Cl:1])[CH:7]=3)=[N:10][CH:11]=[N:12]2)=[CH:17][C:16]=1[O:19][CH3:20]. (2) Product: [Cl:12][C:13]1[CH:14]=[C:15]([CH:18]=[CH:19][CH:20]=1)[CH2:16][NH:17][C:2]1[N:10]=[C:9]2[C:5]([NH:6][CH:7]=[N:8]2)=[C:4]([NH2:11])[N:3]=1. Reactant: Cl[C:2]1[N:10]=[C:9]2[C:5]([NH:6][CH:7]=[N:8]2)=[C:4]([NH2:11])[N:3]=1.[Cl:12][C:13]1[CH:14]=[C:15]([CH:18]=[CH:19][CH:20]=1)[CH2:16][NH2:17].C(N(CC)CC)C. The catalyst class is: 51. (3) Reactant: I[C:2]1[C:10]2[C:5](=[N:6][CH:7]=[C:8]([C:11]3[CH:12]=[C:13]([O:17][S:18]([C:21]4[CH:26]=[CH:25][C:24]([CH3:27])=[CH:23][CH:22]=4)(=[O:20])=[O:19])[CH:14]=[CH:15][CH:16]=3)[CH:9]=2)[N:4]([S:28]([C:31]2[CH:36]=[CH:35][C:34]([CH3:37])=[CH:33][CH:32]=2)(=[O:30])=[O:29])[CH:3]=1.[Li]C(C)(C)C.[F:43][C:44]1[CH:45]=[C:46]([CH:49]=[CH:50][CH:51]=1)[CH:47]=[O:48]. Product: [F:43][C:44]1[CH:45]=[C:46]([CH:47]([OH:48])[C:2]2[C:10]3[C:5](=[N:6][CH:7]=[C:8]([C:11]4[CH:12]=[C:13]([O:17][S:18]([C:21]5[CH:26]=[CH:25][C:24]([CH3:27])=[CH:23][CH:22]=5)(=[O:20])=[O:19])[CH:14]=[CH:15][CH:16]=4)[CH:9]=3)[N:4]([S:28]([C:31]3[CH:36]=[CH:35][C:34]([CH3:37])=[CH:33][CH:32]=3)(=[O:30])=[O:29])[CH:3]=2)[CH:49]=[CH:50][CH:51]=1. The catalyst class is: 773. (4) Reactant: C(O[C:6]([N:8]1[C:17]2[C:12](=[CH:13][C:14]([Br:18])=[CH:15][N:16]=2)[C:11](=[O:19])[CH2:10][CH2:9]1)=[O:7])(C)(C)C.[C:20]([N:28]=C=O)(=[O:27])[C:21]1[CH:26]=[CH:25][CH:24]=[CH:23][CH:22]=1. Product: [Br:18][C:14]1[CH:13]=[C:12]2[C:17](=[N:16][CH:15]=1)[N:8]([C:6]([NH:28][C:20](=[O:27])[C:21]1[CH:26]=[CH:25][CH:24]=[CH:23][CH:22]=1)=[O:7])[CH2:9][CH2:10][C:11]2=[O:19]. The catalyst class is: 2.